This data is from Full USPTO retrosynthesis dataset with 1.9M reactions from patents (1976-2016). The task is: Predict the reactants needed to synthesize the given product. Given the product [Cl:1][C:2]1[CH:3]=[CH:4][C:5]([CH2:6][C:7]([CH2:21][C:19]([Cl:18])=[CH2:20])([C:8]#[N:9])[C:10]#[N:11])=[CH:12][CH:13]=1, predict the reactants needed to synthesize it. The reactants are: [Cl:1][C:2]1[CH:13]=[CH:12][C:5]([CH2:6][CH:7]([C:10]#[N:11])[C:8]#[N:9])=[CH:4][CH:3]=1.[H-].[Na+].[H][H].[Cl:18][C:19]([CH2:21]Cl)=[CH2:20].Cl.